From a dataset of Catalyst prediction with 721,799 reactions and 888 catalyst types from USPTO. Predict which catalyst facilitates the given reaction. (1) Reactant: [CH:1]1([CH:4]=[C:5]2[N:10]([C:11]([O:13][C:14]([CH3:17])([CH3:16])[CH3:15])=[O:12])[CH2:9][CH2:8][N:7]3[N:18]=[C:19]([C:21]([F:24])([F:23])[F:22])[N:20]=[C:6]23)[CH2:3][CH2:2]1. Product: [C:14]([O:13][C:11]([N:10]1[CH2:9][CH2:8][N:7]2[N:18]=[C:19]([C:21]([F:23])([F:22])[F:24])[N:20]=[C:6]2[CH:5]1[CH2:4][CH:1]1[CH2:2][CH2:3]1)=[O:12])([CH3:17])([CH3:15])[CH3:16]. The catalyst class is: 63. (2) Reactant: I[C:2]1[N:3]=[C:4]([C@@H:7]2[CH2:11][C@H:10]([CH3:12])[CH2:9][N:8]2[C:13]([O:15][C:16]([CH3:19])([CH3:18])[CH3:17])=[O:14])[NH:5][CH:6]=1.[CH3:20][Si:21]([CH3:34])([CH3:33])[C:22]#[C:23][C:24]1[CH:29]=[CH:28][C:27](B(O)O)=[CH:26][CH:25]=1.C(Cl)Cl.C([O-])(O)=O.[Na+]. Product: [CH3:12][C@@H:10]1[CH2:9][N:8]([C:13]([O:15][C:16]([CH3:19])([CH3:18])[CH3:17])=[O:14])[C@H:7]([C:4]2[NH:5][CH:6]=[C:2]([C:27]3[CH:28]=[CH:29][C:24]([C:23]#[C:22][Si:21]([CH3:20])([CH3:34])[CH3:33])=[CH:25][CH:26]=3)[N:3]=2)[CH2:11]1. The catalyst class is: 32. (3) Reactant: [CH2:1]([N:8]1[CH2:13][C:12](=O)[NH:11][C@H:10]([CH2:15][C:16]2[CH:21]=[C:20]([F:22])[CH:19]=[C:18]([F:23])[CH:17]=2)[C:9]1=O)[C:2]1[CH:7]=[CH:6][CH:5]=[CH:4][CH:3]=1.B.C1COCC1.O. Product: [CH2:1]([N:8]1[CH2:13][CH2:12][NH:11][C@H:10]([CH2:15][C:16]2[CH:21]=[C:20]([F:22])[CH:19]=[C:18]([F:23])[CH:17]=2)[CH2:9]1)[C:2]1[CH:3]=[CH:4][CH:5]=[CH:6][CH:7]=1. The catalyst class is: 1. (4) Reactant: CCN(C(C)C)C(C)C.[OH:10][C:11]1[CH:12]=[CH:13][CH:14]=[C:15]2[C:20]=1[O:19][C:18](=[O:21])[C:17]([C:22]([OH:24])=O)=[CH:16]2.CN(C(ON1N=NC2C=CC=NC1=2)=[N+](C)C)C.F[P-](F)(F)(F)(F)F.[CH3:49][O:50][C:51]1[CH:56]=[CH:55][C:54]([C:57]2[CH:62]=[CH:61][CH:60]=[C:59]([NH2:63])[CH:58]=2)=[CH:53][CH:52]=1. Product: [CH3:49][O:50][C:51]1[CH:52]=[CH:53][C:54]([C:57]2[CH:62]=[CH:61][CH:60]=[C:59]([NH:63][C:22]([C:17]3[C:18](=[O:21])[O:19][C:20]4[C:15]([CH:16]=3)=[CH:14][CH:13]=[CH:12][C:11]=4[OH:10])=[O:24])[CH:58]=2)=[CH:55][CH:56]=1. The catalyst class is: 3. (5) Reactant: Cl.Cl.[NH2:3][C@@H:4]([CH2:7][C:8]1[CH:13]=[CH:12][C:11]([O:14][C:15]2[CH:16]=[N:17][C:18]3[C:23]([CH:24]=2)=[CH:22][CH:21]=[CH:20][CH:19]=3)=[CH:10][CH:9]=1)[CH2:5][OH:6].C[O-].[Na+].[O:28]([CH2:35][C@H:36]1[O:38][CH2:37]1)[C:29]1[CH:34]=[CH:33][CH:32]=[CH:31][CH:30]=1. Product: [OH:38][C@H:36]([CH2:35][O:28][C:29]1[CH:34]=[CH:33][CH:32]=[CH:31][CH:30]=1)[CH2:37][NH:3][C@@H:4]([CH2:7][C:8]1[CH:13]=[CH:12][C:11]([O:14][C:15]2[CH:16]=[N:17][C:18]3[C:23]([CH:24]=2)=[CH:22][CH:21]=[CH:20][CH:19]=3)=[CH:10][CH:9]=1)[CH2:5][OH:6]. The catalyst class is: 8. (6) Reactant: Cl.[NH2:2][C@@H:3]1[C@@H:8]([OH:9])[C@H:7]([CH2:10][C:11]2[CH:16]=[CH:15][C:14]([N+:17]([O-:19])=[O:18])=[C:13]([F:20])[CH:12]=2)[CH2:6][S:5](=[O:22])(=[O:21])[CH2:4]1.CC([O-])=O.[Na+].[C:28]([C:32]1[CH:33]=[C:34]([CH:37]=[CH:38][CH:39]=1)[CH:35]=O)([CH3:31])([CH3:30])[CH3:29].[BH3-]C#N.[Na+].Cl.C([O-])([O-])=O.[K+].[K+]. Product: [C:28]([C:32]1[CH:33]=[C:34]([CH:37]=[CH:38][CH:39]=1)[CH2:35][NH:2][C@@H:3]1[C@@H:8]([OH:9])[C@H:7]([CH2:10][C:11]2[CH:16]=[CH:15][C:14]([N+:17]([O-:19])=[O:18])=[C:13]([F:20])[CH:12]=2)[CH2:6][S:5](=[O:22])(=[O:21])[CH2:4]1)([CH3:31])([CH3:29])[CH3:30]. The catalyst class is: 100. (7) Reactant: [NH:1]1[C:9]2[C:4](=[CH:5][C:6]([C:10]([OH:12])=[O:11])=[CH:7][CH:8]=2)[CH:3]=[N:2]1.[C:13](OC(=O)C)(=[O:15])[CH3:14]. Product: [C:13]([N:1]1[C:9]2[C:4](=[CH:5][C:6]([C:10]([OH:12])=[O:11])=[CH:7][CH:8]=2)[CH:3]=[N:2]1)(=[O:15])[CH3:14]. The catalyst class is: 15. (8) The catalyst class is: 162. Reactant: O.O.Cl[Sn]Cl.[CH2:6]([O:8][C:9]1[CH:10]=[C:11]([C:17]([C:21]2[CH:26]=[CH:25][C:24]([O:27][CH3:28])=[C:23]([N+:29]([O-])=O)[CH:22]=2)=[CH:18][C:19]#[N:20])[CH:12]=[CH:13][C:14]=1[O:15][CH3:16])[CH3:7].[OH-].[Na+]. Product: [NH2:29][C:23]1[CH:22]=[C:21]([C:17]([C:11]2[CH:12]=[CH:13][C:14]([O:15][CH3:16])=[C:9]([O:8][CH2:6][CH3:7])[CH:10]=2)=[CH:18][C:19]#[N:20])[CH:26]=[CH:25][C:24]=1[O:27][CH3:28].